Dataset: CYP2C19 inhibition data for predicting drug metabolism from PubChem BioAssay. Task: Regression/Classification. Given a drug SMILES string, predict its absorption, distribution, metabolism, or excretion properties. Task type varies by dataset: regression for continuous measurements (e.g., permeability, clearance, half-life) or binary classification for categorical outcomes (e.g., BBB penetration, CYP inhibition). Dataset: cyp2c19_veith. (1) The molecule is C=CCNc1nc(-c2ccc(Cl)cc2)cs1. The result is 1 (inhibitor). (2) The molecule is Cc1nc(NC(=O)c2ccccc2)sc1-c1csc(Nc2ccc(Cl)cc2)n1. The result is 1 (inhibitor).